This data is from Catalyst prediction with 721,799 reactions and 888 catalyst types from USPTO. The task is: Predict which catalyst facilitates the given reaction. (1) Reactant: [CH2:1]([N:8]([CH3:28])[C:9]([CH:11]1[CH2:16][CH2:15][N:14]([C:17]([C:19]2[NH:20][C:21]3[C:26]([CH:27]=2)=[CH:25][CH:24]=[CH:23][CH:22]=3)=[O:18])[CH2:13][CH2:12]1)=[O:10])[C:2]1[CH:7]=[CH:6][CH:5]=[CH:4][CH:3]=1.[H-].[Na+].Br[CH2:32][C:33]1[CH:38]=[CH:37][C:36]([O:39][CH3:40])=[CH:35][CH:34]=1. Product: [CH2:1]([N:8]([CH3:28])[C:9]([CH:11]1[CH2:16][CH2:15][N:14]([C:17]([C:19]2[N:20]([CH2:32][C:33]3[CH:38]=[CH:37][C:36]([O:39][CH3:40])=[CH:35][CH:34]=3)[C:21]3[C:26]([CH:27]=2)=[CH:25][CH:24]=[CH:23][CH:22]=3)=[O:18])[CH2:13][CH2:12]1)=[O:10])[C:2]1[CH:7]=[CH:6][CH:5]=[CH:4][CH:3]=1. The catalyst class is: 20. (2) Reactant: [Cl:1][C:2]1[CH:11]=[CH:10][C:9]2[C:4](=[C:5]([F:12])[CH:6]=[CH:7][CH:8]=2)[N:3]=1.C([N-]C(C)C)(C)C.[Li+].[CH:21](=[O:23])[CH3:22]. Product: [Cl:1][C:2]1[C:11]([CH:21]([OH:23])[CH3:22])=[CH:10][C:9]2[C:4](=[C:5]([F:12])[CH:6]=[CH:7][CH:8]=2)[N:3]=1. The catalyst class is: 1. (3) Reactant: [NH2:1][C:2]1[CH:16]=[CH:15][C:5]([C:6]([N:8]([CH2:10][CH2:11][N:12]([CH3:14])[CH3:13])[CH3:9])=[O:7])=[CH:4][CH:3]=1.[Br:17][C:18]1[CH:23]=[CH:22][C:21]([N:24]=[C:25]=[O:26])=[CH:20][CH:19]=1. Product: [Br:17][C:18]1[CH:23]=[CH:22][C:21]([NH:24][C:25](=[O:26])[NH:1][C:2]2[CH:16]=[CH:15][C:5]([C:6]([N:8]([CH2:10][CH2:11][N:12]([CH3:13])[CH3:14])[CH3:9])=[O:7])=[CH:4][CH:3]=2)=[CH:20][CH:19]=1. The catalyst class is: 2. (4) Reactant: Cl[C:2]1[N:7]=[C:6]([NH:8][CH:9]2[CH2:14][C:13]([CH3:16])([CH3:15])[N:12]([CH3:17])[C:11]([CH3:19])([CH3:18])[CH2:10]2)[C:5]([F:20])=[CH:4][N:3]=1.[F:21][C:22]([F:42])([F:41])[C:23]([CH3:40])([O:25][C:26]1[CH:31]=[CH:30][C:29]([NH2:32])=[CH:28][C:27]=1[N:33]1[C:37](=[O:38])[N:36]([CH3:39])[N:35]=[N:34]1)[CH3:24].O.C1(C)C=CC(S(O)(=O)=O)=CC=1. Product: [F:42][C:22]([F:21])([F:41])[C:23]([CH3:24])([O:25][C:26]1[CH:31]=[CH:30][C:29]([NH:32][C:2]2[N:7]=[C:6]([NH:8][CH:9]3[CH2:14][C:13]([CH3:16])([CH3:15])[N:12]([CH3:17])[C:11]([CH3:19])([CH3:18])[CH2:10]3)[C:5]([F:20])=[CH:4][N:3]=2)=[CH:28][C:27]=1[N:33]1[C:37](=[O:38])[N:36]([CH3:39])[N:35]=[N:34]1)[CH3:40]. The catalyst class is: 32. (5) Reactant: [Br:1][C:2]1[C:3]([O:12][CH3:13])=[C:4]([O:10][CH3:11])[CH:5]=[C:6]([CH:9]=1)[CH:7]=O.[C:14](#[N:18])[CH2:15][C:16]#[N:17].N1CCCCC1. Product: [CH3:11][O:10][C:4]1[CH:5]=[C:6]([CH:9]=[C:2]([Br:1])[C:3]=1[O:12][CH3:13])[CH:7]=[C:15]([C:14]#[N:18])[C:16]#[N:17]. The catalyst class is: 8.